Dataset: Catalyst prediction with 721,799 reactions and 888 catalyst types from USPTO. Task: Predict which catalyst facilitates the given reaction. (1) Reactant: [OH:1][C:2]([C:4](F)(F)F)=[O:3].O[C:9](C(F)(F)F)=O.[NH2:15][C:16]1[C:21]([C:22]2[CH:30]=[CH:29][C:25]([C:26](O)=[O:27])=[C:24]([F:31])[CH:23]=2)=[CH:20][C:19]([C@H:32]2[CH2:36][C@@H](C(OC)=O)[NH:34][CH2:33]2)=[CH:18][N:17]=1.CN(C(ON1N=NC2C=CC=NC1=2)=[N+](C)C)C.F[P-](F)(F)(F)(F)F.CCN(C(C)C)C(C)C.[NH2:74][C@@H:75]([C:78]1[CH:83]=[CH:82][CH:81]=[C:80]([Cl:84])[CH:79]=1)[CH2:76][OH:77]. Product: [NH2:15][C:16]1[N:17]=[CH:18][C:19]([C@@H:32]2[CH2:33][NH:34][C@H:4]([C:2]([O:1][CH3:9])=[O:3])[CH2:36]2)=[CH:20][C:21]=1[C:22]1[CH:30]=[CH:29][C:25]([C:26](=[O:27])[NH:74][C@@H:75]([C:78]2[CH:83]=[CH:82][CH:81]=[C:80]([Cl:84])[CH:79]=2)[CH2:76][OH:77])=[C:24]([F:31])[CH:23]=1. The catalyst class is: 3. (2) Reactant: [NH2:1][C:2]1[CH:7]=[CH:6][C:5]([NH:8][S:9]([C:12]2[CH:17]=[CH:16][C:15]([CH3:18])=[CH:14][CH:13]=2)(=[O:11])=[O:10])=[CH:4][CH:3]=1.[Si]([N:23]=[N+:24]=[N-])(C)(C)C. Product: [N:1]([C:2]1[CH:3]=[CH:4][C:5]([NH:8][S:9]([C:12]2[CH:17]=[CH:16][C:15]([CH3:18])=[CH:14][CH:13]=2)(=[O:11])=[O:10])=[CH:6][CH:7]=1)=[N+:23]=[N-:24]. The catalyst class is: 23. (3) Reactant: [H-].[Na+].[H][H].O1[CH:7]([CH2:8][CH2:9][CH2:10][CH3:11])[CH2:6]1.[OH-:12].[Na+].COCCO[CH2:19][CH2:20][O:21]C. Product: [CH2:8]([CH:7]1[CH2:6][CH:19]1[C:20]([OH:21])=[O:12])[CH2:9][CH2:10][CH3:11]. The catalyst class is: 6. (4) Reactant: [CH3:1]OP(CC(=O)C)(=O)OC.C([O-])([O-])=O.[K+].[K+].O=[CH:18][CH2:19][CH2:20][C:21]1[CH:26]=[CH:25][C:24]([CH2:27][C:28]([O:30][CH3:31])=[O:29])=[CH:23][CH:22]=1. Product: [CH2:20]([C:21]1[CH:26]=[CH:25][C:24]([CH2:27][C:28]([O:30][CH3:31])=[O:29])=[CH:23][CH:22]=1)[CH2:19][C:18]#[CH:1]. The catalyst class is: 881. (5) Reactant: [C:1]1([C:7]2[S:8][CH2:9][CH:10]([C:12]([OH:14])=[O:13])[N:11]=2)[CH:6]=[CH:5][CH:4]=[CH:3][CH:2]=1.[C:15](=O)([O-])[O-].[K+].[K+].IC. Product: [C:1]1([C:7]2[S:8][CH2:9][CH:10]([C:12]([O:14][CH3:15])=[O:13])[N:11]=2)[CH:2]=[CH:3][CH:4]=[CH:5][CH:6]=1. The catalyst class is: 39. (6) Reactant: C(O)=O.[NH2:4][CH2:5][CH2:6][C:7]1[CH:31]=[CH:30][C:10]([NH:11][CH:12]2[CH2:17][CH2:16][N:15]([C:18]([NH:20][CH2:21][C:22]3[C:27]([F:28])=[CH:26][CH:25]=[CH:24][C:23]=3[F:29])=[O:19])[CH2:14][CH2:13]2)=[CH:9][CH:8]=1.C([Si]([O:49][C:50]1[CH:55]=[CH:54][C:53]([O:56][CH2:57][CH:58]2[CH2:60][O:59]2)=[CH:52][CH:51]=1)(C1C=CC=CC=1)C1C=CC=CC=1)(C)(C)C. Product: [F:29][C:23]1[CH:24]=[CH:25][CH:26]=[C:27]([F:28])[C:22]=1[CH2:21][NH:20][C:18]([N:15]1[CH2:16][CH2:17][CH:12]([NH:11][C:10]2[CH:9]=[CH:8][C:7]([CH2:6][CH2:5][NH:4][CH2:60][C@H:58]([OH:59])[CH2:57][O:56][C:53]3[CH:54]=[CH:55][C:50]([OH:49])=[CH:51][CH:52]=3)=[CH:31][CH:30]=2)[CH2:13][CH2:14]1)=[O:19]. The catalyst class is: 147. (7) Reactant: [Br:1][C:2]1[CH:11]=[CH:10][C:5]([C:6]([O:8]C)=O)=[C:4]([CH2:12]Br)[CH:3]=1.[CH2:14]([NH2:16])[CH3:15].C(=O)([O-])[O-].[K+].[K+]. Product: [Br:1][C:2]1[CH:3]=[C:4]2[C:5](=[CH:10][CH:11]=1)[C:6](=[O:8])[N:16]([CH2:14][CH3:15])[CH2:12]2. The catalyst class is: 219. (8) Reactant: FC(F)(F)C(F)(F)C(F)(F)C(F)(F)S(OC1CCC[C:13]2[CH:17]=[C:18]([O:21][CH3:22])[CH:19]=[CH:20][C:12]=2[C:11]=1[CH2:23][CH3:24])(=O)=O.[CH3:33][O:34][C:35]1[CH:40]=[CH:39][C:38](B(O)O)=[CH:37][CH:36]=1.[C:44]1(C)[CH:49]=CC=[CH:46][CH:45]=1.C([O-])([O-])=O.[Na+].[Na+]. Product: [CH2:23]([C:11]1[C:12]2[CH:20]=[CH:19][C:18]([O:21][CH3:22])=[CH:17][C:13]=2[CH2:46][CH2:45][CH2:44][C:49]=1[C:38]1[CH:39]=[CH:40][C:35]([O:34][CH3:33])=[CH:36][CH:37]=1)[CH3:24]. The catalyst class is: 461.